Dataset: Forward reaction prediction with 1.9M reactions from USPTO patents (1976-2016). Task: Predict the product of the given reaction. (1) Given the reactants [Cl:1][C:2]1[CH:7]=[CH:6][C:5]([S:8]([N:11]([C:15]2[C:16]([C:22](=[O:35])[C:23]3[CH:28]=[CH:27][CH:26]=[CH:25][C:24]=3[N:29]([S:31]([CH3:34])(=[O:33])=[O:32])[CH3:30])=[N:17][CH:18]=[C:19]([Cl:21])[CH:20]=2)COC)(=[O:10])=[O:9])=[CH:4][C:3]=1[C:36]([F:39])([F:38])[F:37].O, predict the reaction product. The product is: [Cl:1][C:2]1[CH:7]=[CH:6][C:5]([S:8]([NH:11][C:15]2[C:16]([C:22](=[O:35])[C:23]3[CH:28]=[CH:27][CH:26]=[CH:25][C:24]=3[N:29]([S:31]([CH3:34])(=[O:33])=[O:32])[CH3:30])=[N:17][CH:18]=[C:19]([Cl:21])[CH:20]=2)(=[O:9])=[O:10])=[CH:4][C:3]=1[C:36]([F:39])([F:37])[F:38]. (2) Given the reactants [N+:1]([C:4]1[CH:5]=[C:6]([NH:10][S:11]([CH3:14])(=[O:13])=[O:12])[CH:7]=[CH:8][CH:9]=1)([O-])=O.[Cl-].[NH4+].O, predict the reaction product. The product is: [NH2:1][C:4]1[CH:5]=[C:6]([NH:10][S:11]([CH3:14])(=[O:13])=[O:12])[CH:7]=[CH:8][CH:9]=1. (3) Given the reactants [Cl:1][C:2]1[CH:7]=[CH:6][CH:5]=[C:4]([CH2:8][C:9]2[CH:14]=[CH:13][C:12]([O:15][CH3:16])=[CH:11][C:10]=2[O:17][CH3:18])[C:3]=1[F:19].C(Cl)Cl.[Cl-].[Al+3].[Cl-].[Cl-].[C:27](Cl)(=[O:29])[CH3:28], predict the reaction product. The product is: [Cl:1][C:2]1[C:3]([F:19])=[C:4]([CH:5]=[CH:6][CH:7]=1)[CH2:8][C:9]1[C:10]([O:17][CH3:18])=[CH:11][C:12]([O:15][CH3:16])=[C:13]([C:27](=[O:29])[CH3:28])[CH:14]=1. (4) Given the reactants [OH:1][C:2]1[CH:3]=[C:4]([CH:7]=[CH:8][CH:9]=1)[CH:5]=[O:6].C([O-])([O-])=O.[Cs+].[Cs+].Cl.Cl[CH2:18][CH2:19][N:20]1[CH2:24][CH2:23][CH2:22][CH2:21]1, predict the reaction product. The product is: [N:20]1([CH2:19][CH2:18][O:1][C:2]2[CH:3]=[C:4]([CH:7]=[CH:8][CH:9]=2)[CH:5]=[O:6])[CH2:24][CH2:23][CH2:22][CH2:21]1. (5) The product is: [CH3:1][N:2]([CH3:11])[C:3]1[CH:10]=[CH:9][C:6]([C:7]2[O:8][C:15]3[C:14]([C:19](=[O:21])[C:20]=2[OH:25])=[CH:13][CH:18]=[CH:17][CH:16]=3)=[CH:5][CH:4]=1. Given the reactants [CH3:1][N:2]([CH3:11])[C:3]1[CH:10]=[CH:9][C:6]([CH:7]=[O:8])=[CH:5][CH:4]=1.O[C:13]1[CH:18]=[CH:17][CH:16]=[CH:15][C:14]=1[C:19](=[O:21])[CH3:20].Cl.C([OH:25])C, predict the reaction product. (6) Given the reactants CCN(C(C)C)C(C)C.OC(C(F)(F)F)=O.[O:17]=[C:18]([N:35]1[CH2:40][CH2:39][NH:38][CH2:37][CH2:36]1)[CH2:19][NH:20][C:21]([C:23]1[CH:28]=[CH:27][C:26]([C:29]2[CH:34]=[CH:33][CH:32]=[CH:31][CH:30]=2)=[CH:25][CH:24]=1)=[O:22].C1C=CC2N(O)N=NC=2C=1.CCN=C=NCCCN(C)C.Cl.[CH3:63][C:64]1[CH:72]=[C:71]([CH3:73])[CH:70]=[CH:69][C:65]=1[C:66](O)=[O:67], predict the reaction product. The product is: [CH3:63][C:64]1[CH:72]=[C:71]([CH3:73])[CH:70]=[CH:69][C:65]=1[C:66]([N:38]1[CH2:39][CH2:40][N:35]([C:18](=[O:17])[CH2:19][NH:20][C:21]([C:23]2[CH:24]=[CH:25][C:26]([C:29]3[CH:34]=[CH:33][CH:32]=[CH:31][CH:30]=3)=[CH:27][CH:28]=2)=[O:22])[CH2:36][CH2:37]1)=[O:67].